From a dataset of NCI-60 drug combinations with 297,098 pairs across 59 cell lines. Regression. Given two drug SMILES strings and cell line genomic features, predict the synergy score measuring deviation from expected non-interaction effect. (1) Drug 1: CC1=C2C(C(=O)C3(C(CC4C(C3C(C(C2(C)C)(CC1OC(=O)C(C(C5=CC=CC=C5)NC(=O)OC(C)(C)C)O)O)OC(=O)C6=CC=CC=C6)(CO4)OC(=O)C)OC)C)OC. Drug 2: CCN(CC)CCCC(C)NC1=C2C=C(C=CC2=NC3=C1C=CC(=C3)Cl)OC. Synergy scores: CSS=39.7, Synergy_ZIP=-5.50, Synergy_Bliss=-8.18, Synergy_Loewe=-19.2, Synergy_HSA=-5.80. Cell line: SF-268. (2) Drug 1: CCC1=C2CN3C(=CC4=C(C3=O)COC(=O)C4(CC)O)C2=NC5=C1C=C(C=C5)O. Drug 2: CC1CCC2CC(C(=CC=CC=CC(CC(C(=O)C(C(C(=CC(C(=O)CC(OC(=O)C3CCCCN3C(=O)C(=O)C1(O2)O)C(C)CC4CCC(C(C4)OC)OCCO)C)C)O)OC)C)C)C)OC. Cell line: MOLT-4. Synergy scores: CSS=39.7, Synergy_ZIP=-6.70, Synergy_Bliss=-11.5, Synergy_Loewe=-32.2, Synergy_HSA=-9.85. (3) Drug 1: CC1=C(C=C(C=C1)NC2=NC=CC(=N2)N(C)C3=CC4=NN(C(=C4C=C3)C)C)S(=O)(=O)N.Cl. Drug 2: C#CCC(CC1=CN=C2C(=N1)C(=NC(=N2)N)N)C3=CC=C(C=C3)C(=O)NC(CCC(=O)O)C(=O)O. Cell line: OVCAR-8. Synergy scores: CSS=1.75, Synergy_ZIP=0.0556, Synergy_Bliss=1.25, Synergy_Loewe=1.35, Synergy_HSA=0.881. (4) Drug 1: COC1=C(C=C2C(=C1)N=CN=C2NC3=CC(=C(C=C3)F)Cl)OCCCN4CCOCC4. Drug 2: COCCOC1=C(C=C2C(=C1)C(=NC=N2)NC3=CC=CC(=C3)C#C)OCCOC.Cl. Cell line: ACHN. Synergy scores: CSS=49.7, Synergy_ZIP=-2.41, Synergy_Bliss=-2.08, Synergy_Loewe=4.93, Synergy_HSA=6.32. (5) Drug 1: CC12CCC3C(C1CCC2=O)CC(=C)C4=CC(=O)C=CC34C. Drug 2: C1=CC(=CC=C1CCC2=CNC3=C2C(=O)NC(=N3)N)C(=O)NC(CCC(=O)O)C(=O)O. Cell line: NCI-H522. Synergy scores: CSS=21.4, Synergy_ZIP=-3.28, Synergy_Bliss=-6.33, Synergy_Loewe=-16.8, Synergy_HSA=-4.36. (6) Synergy scores: CSS=47.9, Synergy_ZIP=0.390, Synergy_Bliss=-0.672, Synergy_Loewe=-2.49, Synergy_HSA=0.190. Cell line: SF-539. Drug 1: C1=C(C(=O)NC(=O)N1)N(CCCl)CCCl. Drug 2: CCN(CC)CCNC(=O)C1=C(NC(=C1C)C=C2C3=C(C=CC(=C3)F)NC2=O)C.